Task: Regression. Given a peptide amino acid sequence and an MHC pseudo amino acid sequence, predict their binding affinity value. This is MHC class II binding data.. Dataset: Peptide-MHC class II binding affinity with 134,281 pairs from IEDB (1) The peptide sequence is AAAGAEAGKATTEEQ. The MHC is DRB1_1101 with pseudo-sequence DRB1_1101. The binding affinity (normalized) is 0.0426. (2) The peptide sequence is VVVHITDDNEEPIAP. The MHC is HLA-DQA10401-DQB10402 with pseudo-sequence HLA-DQA10401-DQB10402. The binding affinity (normalized) is 0.225. (3) The peptide sequence is GQIGNDPNRDIL. The MHC is DRB3_0202 with pseudo-sequence DRB3_0202. The binding affinity (normalized) is 0. (4) The peptide sequence is AAGTYVAADAAAAST. The MHC is HLA-DQA10201-DQB10202 with pseudo-sequence HLA-DQA10201-DQB10202. The binding affinity (normalized) is 0.247. (5) The peptide sequence is ETLYRIDGAHLTKMS. The MHC is DRB5_0101 with pseudo-sequence DRB5_0101. The binding affinity (normalized) is 0.458. (6) The peptide sequence is IFEPTAAAIAYGLDR. The MHC is HLA-DQA10102-DQB10602 with pseudo-sequence HLA-DQA10102-DQB10602. The binding affinity (normalized) is 0.752. (7) The peptide sequence is DDYTEYKLTESIDNI. The MHC is HLA-DPA10201-DPB10101 with pseudo-sequence HLA-DPA10201-DPB10101. The binding affinity (normalized) is 0.492.